From a dataset of Forward reaction prediction with 1.9M reactions from USPTO patents (1976-2016). Predict the product of the given reaction. Given the reactants [Br:1][C:2]1[CH:7]=[CH:6][C:5]([N:8]2[CH2:14][CH2:13][CH2:12][C:11](Cl)(Cl)[CH2:10][C:9]2=[O:17])=[C:4]([F:18])[CH:3]=1.[NH:19]1[CH2:24][CH2:23][O:22][CH2:21][CH2:20]1, predict the reaction product. The product is: [Br:1][C:2]1[CH:7]=[CH:6][C:5]([N:8]2[CH2:14][CH2:13][CH2:12][CH:11]=[C:10]([N:19]3[CH2:24][CH2:23][O:22][CH2:21][CH2:20]3)[C:9]2=[O:17])=[C:4]([F:18])[CH:3]=1.